Dataset: Catalyst prediction with 721,799 reactions and 888 catalyst types from USPTO. Task: Predict which catalyst facilitates the given reaction. Reactant: [OH-].[Na+].[Cl:3][C:4]1[CH:13]=[C:12]([C:14]([NH:16][C@@H:17]([C:19]2[C:28]3[C:23](=[CH:24][CH:25]=[CH:26][CH:27]=3)[CH:22]=[CH:21][CH:20]=2)[CH3:18])=[O:15])[CH:11]=[C:10]([Cl:29])[C:5]=1[C:6]([O:8]C)=[O:7].N1CC2C(=CC=CC=2)C[C@H]1C(O)=O.CO. Product: [Cl:3][C:4]1[CH:13]=[C:12]([C:14]([NH:16][C@@H:17]([C:19]2[C:28]3[C:23](=[CH:24][CH:25]=[CH:26][CH:27]=3)[CH:22]=[CH:21][CH:20]=2)[CH3:18])=[O:15])[CH:11]=[C:10]([Cl:29])[C:5]=1[C:6]([OH:8])=[O:7]. The catalyst class is: 132.